This data is from Reaction yield outcomes from USPTO patents with 853,638 reactions. The task is: Predict the reaction yield, written as a fraction of the theoretical maximum amount of product (1.0 means a 100% yield; for example, 0.34 means a 34% yield). (1) The reactants are [C:1]1([C:7]2[NH:11][C:10]3[CH:12]=[CH:13][CH:14]=[CH:15][C:9]=3[N:8]=2)[CH:6]=[CH:5][CH:4]=[CH:3][CH:2]=1.[H-].[Na+].CN(C)C=O.Br[CH2:24][C:25]([O:27][CH3:28])=[O:26]. The catalyst is O. The product is [C:1]1([C:7]2[N:8]([CH2:24][C:25]([O:27][CH3:28])=[O:26])[C:9]3[CH:15]=[CH:14][CH:13]=[CH:12][C:10]=3[N:11]=2)[CH:2]=[CH:3][CH:4]=[CH:5][CH:6]=1. The yield is 0.500. (2) The reactants are [CH:1]([C:3]1[CH:18]=[CH:17][C:6]([O:7][C:8]2[N:9]=[CH:10][C:11]([C:14]([NH2:16])=[O:15])=[N:12][CH:13]=2)=[C:5]([CH3:19])[CH:4]=1)=O.[O:20]1[CH2:25][CH2:24][CH:23]([CH2:26][CH2:27][NH2:28])[CH2:22][CH2:21]1.[BH4-].[Na+]. The catalyst is CO. The product is [CH3:19][C:5]1[CH:4]=[C:3]([CH2:1][NH:28][CH2:27][CH2:26][CH:23]2[CH2:24][CH2:25][O:20][CH2:21][CH2:22]2)[CH:18]=[CH:17][C:6]=1[O:7][C:8]1[N:9]=[CH:10][C:11]([C:14]([NH2:16])=[O:15])=[N:12][CH:13]=1. The yield is 0.420. (3) The reactants are Cl[C:2]1[CH:3]=[C:4]([NH:10][C:11]2[N:16]=[CH:15][C:14]([CH:17]3[CH2:22][CH2:21][N:20]([CH:23]4[CH2:26][O:25][CH2:24]4)[CH2:19][CH2:18]3)=[CH:13][CH:12]=2)[C:5](=[O:9])[N:6]([CH3:8])[N:7]=1.[C:27]([C:31]1[CH:32]=[C:33]2[C:38](=[CH:39][CH:40]=1)[C:37](=[O:41])[N:36]([C:42]1[CH:52]=[CH:51][CH:50]=[C:49](B3OC(C)(C)C(C)(C)O3)[C:43]=1[CH2:44][O:45]C(=O)C)[N:35]=[CH:34]2)([CH3:30])([CH3:29])[CH3:28].[O-]P([O-])([O-])=O.[K+].[K+].[K+].CC(C1C=C(C(C)C)C(C2C=CC=CC=2P(C2CCCCC2)C2CCCCC2)=C(C(C)C)C=1)C.C([O-])(=O)C.[OH-].[Na+]. The catalyst is C1C=CC(/C=C/C(/C=C/C2C=CC=CC=2)=O)=CC=1.C1C=CC(/C=C/C(/C=C/C2C=CC=CC=2)=O)=CC=1.[Pd].CCOCC.CCOC(C)=O.O.C1COCC1.C(O)CCC. The product is [C:27]([C:31]1[CH:32]=[C:33]2[C:38](=[CH:39][CH:40]=1)[C:37](=[O:41])[N:36]([C:42]1[CH:52]=[CH:51][CH:50]=[C:49]([C:2]3[CH:3]=[C:4]([NH:10][C:11]4[N:16]=[CH:15][C:14]([CH:17]5[CH2:22][CH2:21][N:20]([CH:23]6[CH2:26][O:25][CH2:24]6)[CH2:19][CH2:18]5)=[CH:13][CH:12]=4)[C:5](=[O:9])[N:6]([CH3:8])[N:7]=3)[C:43]=1[CH2:44][OH:45])[N:35]=[CH:34]2)([CH3:30])([CH3:28])[CH3:29]. The yield is 0.670. (4) The reactants are [CH3:1][C:2]1([CH3:25])[CH2:11][C:10]2[C:5](=[CH:6][CH:7]=[C:8]([C:12]([F:15])([F:14])[F:13])[CH:9]=2)[NH:4][CH:3]1[C:16]1[CH:21]=[CH:20][CH:19]=[C:18]([N+:22]([O-])=O)[CH:17]=1. The product is [CH3:1][C:2]1([CH3:25])[CH2:11][C:10]2[C:5](=[CH:6][CH:7]=[C:8]([C:12]([F:15])([F:13])[F:14])[CH:9]=2)[NH:4][CH:3]1[C:16]1[CH:17]=[C:18]([NH2:22])[CH:19]=[CH:20][CH:21]=1. The catalyst is C(O)C.Cl.[Fe]. The yield is 0.860.